From a dataset of Reaction yield outcomes from USPTO patents with 853,638 reactions. Predict the reaction yield, written as a fraction of the theoretical maximum amount of product (1.0 means a 100% yield; for example, 0.34 means a 34% yield). (1) The reactants are C[O:2][C:3]1[CH:4]=[C:5]2[C:10](=[CH:11][CH:12]=1)[N:9]=[C:8]([C:13]1[CH:22]=[CH:21][C:16]([C:17]([O:19]C)=[O:18])=[CH:15][CH:14]=1)[C:7]([CH3:23])=[CH:6]2.B(Br)(Br)Br.O. The catalyst is C(Cl)Cl. The product is [OH:2][C:3]1[CH:4]=[C:5]2[C:10](=[CH:11][CH:12]=1)[N:9]=[C:8]([C:13]1[CH:14]=[CH:15][C:16]([C:17]([OH:19])=[O:18])=[CH:21][CH:22]=1)[C:7]([CH3:23])=[CH:6]2. The yield is 0.280. (2) The reactants are Br[C:2]1[CH:3]=[N:4][CH:5]=[C:6]([Br:8])[CH:7]=1.[O-:9][CH2:10][CH3:11].[Na+].CN(C)C=O.O. The catalyst is C(OCC)C. The product is [Br:8][C:6]1[CH:5]=[N:4][CH:3]=[C:2]([O:9][CH2:10][CH3:11])[CH:7]=1. The yield is 0.179.